From a dataset of Reaction yield outcomes from USPTO patents with 853,638 reactions. Predict the reaction yield, written as a fraction of the theoretical maximum amount of product (1.0 means a 100% yield; for example, 0.34 means a 34% yield). (1) The reactants are [CH3:1][S:2]([C:30]1[CH:35]=[CH:34][C:33]([CH2:36][CH2:37][C:38]([OH:40])=[O:39])=[CH:32][CH:31]=1)(=[N:4][C:5]([C:7]1[CH:8]=[N:9][CH:10]=[C:11]([C:13]#[C:14][C:15]2[CH:20]=[CH:19][CH:18]=[C:17]([NH:21][C:22]([C:24]3[O:25][CH:26]=[CH:27][C:28]=3[CH3:29])=[O:23])[CH:16]=2)[CH:12]=1)=[O:6])=[O:3].CCN=C=NCCCN(C)C.[CH2:52](O)[CH2:53][OH:54]. The catalyst is CN(C=O)C.CN(C1C=CN=CC=1)C.CCOC(C)=O. The product is [CH3:1][S:2]([C:30]1[CH:35]=[CH:34][C:33]([CH2:36][CH2:37][C:38]([O:40][CH2:52][CH2:53][OH:54])=[O:39])=[CH:32][CH:31]=1)(=[N:4][C:5]([C:7]1[CH:8]=[N:9][CH:10]=[C:11]([C:13]#[C:14][C:15]2[CH:20]=[CH:19][CH:18]=[C:17]([NH:21][C:22]([C:24]3[O:25][CH:26]=[CH:27][C:28]=3[CH3:29])=[O:23])[CH:16]=2)[CH:12]=1)=[O:6])=[O:3]. The yield is 0.770. (2) The product is [C:4]([C:5]1[N:8]=[C:16]([OH:17])[C:15]([C:14]([O:13][CH2:11][CH3:12])=[O:22])=[N:7][CH:6]=1)([CH3:10])([CH3:9])[CH3:3]. The yield is 0.130. The catalyst is CCO. The reactants are Cl.Cl.[CH3:3][C:4]([CH3:10])([CH3:9])[CH:5]([NH2:8])[CH2:6][NH2:7].[CH2:11]([O:13][C:14](=[O:22])[C:15](=O)[C:16](OCC)=[O:17])[CH3:12].CCN(CC)CC. (3) The reactants are [Si]([O:8][CH2:9][CH2:10][S:11]([C:14]1[CH:15]=[C:16]2[C:20](=[CH:21][CH:22]=1)[N:19]([C:23]1[N:28]=[CH:27][N:26]=[C:25]([O:29][CH:30]3[CH2:35][CH2:34][N:33]([C:36]([O:38][CH:39]([CH3:41])[CH3:40])=[O:37])[CH2:32][CH2:31]3)[CH:24]=1)[CH2:18][CH2:17]2)(=[O:13])=[O:12])(C(C)(C)C)(C)C.Cl. The catalyst is O1CCOCC1. The product is [OH:8][CH2:9][CH2:10][S:11]([C:14]1[CH:15]=[C:16]2[C:20](=[CH:21][CH:22]=1)[N:19]([C:23]1[N:28]=[CH:27][N:26]=[C:25]([O:29][CH:30]3[CH2:35][CH2:34][N:33]([C:36]([O:38][CH:39]([CH3:41])[CH3:40])=[O:37])[CH2:32][CH2:31]3)[CH:24]=1)[CH2:18][CH2:17]2)(=[O:12])=[O:13]. The yield is 0.350. (4) The reactants are [I:1][C@@H:2]1[C@@H:15]([O:16]C(=O)C)[C@H:14]([O:20]C(=O)C)[C@@H:13]([CH2:24][O:25]C(=O)C)[O:12][C@H:3]1[O:4][Si:5]([CH2:10][CH3:11])([CH2:8][CH3:9])[CH2:6][CH3:7].C(=O)([O-])[O-].[K+].[K+]. The catalyst is C(Cl)(Cl)Cl.CO. The product is [I:1][C@@H:2]1[C@@H:15]([OH:16])[C@H:14]([OH:20])[C@@H:13]([CH2:24][OH:25])[O:12][C@H:3]1[O:4][Si:5]([CH2:10][CH3:11])([CH2:6][CH3:7])[CH2:8][CH3:9]. The yield is 0.200. (5) The reactants are [F:1][C:2]1[C:3]([N:9]2[CH2:13][C:12]([CH3:15])([CH3:14])[O:11][C:10]2=[O:16])=[N:4][CH:5]=[C:6](I)[CH:7]=1.[C:17]1([C:23]#[CH:24])[CH:22]=[CH:21][CH:20]=[CH:19][CH:18]=1.C(N(CC)CC)C. The catalyst is CN(C=O)C.C1C=CC(P(C2C=CC=CC=2)C2C=CC=CC=2)=CC=1.C1C=CC(P(C2C=CC=CC=2)C2C=CC=CC=2)=CC=1.Cl[Pd]Cl.[Cu]I.C1(P(C2C=CC=CC=2)C2C=CC=CC=2)C=CC=CC=1. The product is [F:1][C:2]1[C:3]([N:9]2[CH2:13][C:12]([CH3:15])([CH3:14])[O:11][C:10]2=[O:16])=[N:4][CH:5]=[C:6]([C:24]#[C:23][C:17]2[CH:22]=[CH:21][CH:20]=[CH:19][CH:18]=2)[CH:7]=1. The yield is 0.866.